This data is from Full USPTO retrosynthesis dataset with 1.9M reactions from patents (1976-2016). The task is: Predict the reactants needed to synthesize the given product. Given the product [C:14]1([C:20]2[CH:25]=[CH:24][C:23]([OH:26])=[C:22]([NH:27][C:7](=[O:8])[C:6]3[CH:10]=[CH:11][C:12]([Cl:13])=[C:4]([N+:1]([O-:3])=[O:2])[CH:5]=3)[CH:21]=2)[CH:19]=[CH:18][CH:17]=[CH:16][CH:15]=1, predict the reactants needed to synthesize it. The reactants are: [N+:1]([C:4]1[CH:5]=[C:6]([CH:10]=[CH:11][C:12]=1[Cl:13])[C:7](Cl)=[O:8])([O-:3])=[O:2].[C:14]1([C:20]2[CH:25]=[CH:24][C:23]([OH:26])=[C:22]([NH2:27])[CH:21]=2)[CH:19]=[CH:18][CH:17]=[CH:16][CH:15]=1.